From a dataset of Reaction yield outcomes from USPTO patents with 853,638 reactions. Predict the reaction yield, written as a fraction of the theoretical maximum amount of product (1.0 means a 100% yield; for example, 0.34 means a 34% yield). (1) The reactants are [C:1]1([CH:11]=[C:12]2[S:16][C:15](=[O:17])[NH:14][C:13]2=[O:18])[C:10]2[C:5](=[CH:6][CH:7]=[CH:8][CH:9]=2)[CH:4]=[CH:3][CH:2]=1.N1C=CC=CC=1.[BH4-].[Li+].Cl. The yield is 0.750. The product is [C:1]1([CH2:11][CH:12]2[S:16][C:15](=[O:17])[NH:14][C:13]2=[O:18])[C:10]2[C:5](=[CH:6][CH:7]=[CH:8][CH:9]=2)[CH:4]=[CH:3][CH:2]=1. The catalyst is C1COCC1.O. (2) The catalyst is CN(C1C=CN=CC=1)C.C1(C)C=CC=CC=1.Cl. The product is [CH2:1](/[C:3](=[CH:7]\[CH:8]([O:10][C:24](=[O:25])[CH2:23][Cl:22])[CH3:9])/[C:4]([NH2:6])=[O:5])[CH3:2]. The reactants are [CH2:1](/[C:3](=[CH:7]\[CH:8]([OH:10])[CH3:9])/[C:4]([NH2:6])=[O:5])[CH3:2].N1C=CC=CC=1.C1COCC1.[Cl:22][CH2:23][C:24](Cl)=[O:25]. The yield is 0.950. (3) The reactants are [F:1][C:2]1[CH:37]=[C:36]([NH:38][C:39]([NH:41][C:42](=[O:51])[CH2:43][C:44]2[CH:49]=[CH:48][C:47]([F:50])=[CH:46][CH:45]=2)=[S:40])[CH:35]=[CH:34][C:3]=1[O:4][C:5]1[CH:10]=[CH:9][N:8]=[C:7]2[CH:11]=[C:12]([C:14]3[N:19]=[CH:18][C:17]([CH2:20][CH2:21][N:22]([CH2:30][CH2:31][O:32][CH3:33])C(=O)OC(C)(C)C)=[CH:16][CH:15]=3)[S:13][C:6]=12.Cl. The catalyst is C(O)(=O)C. The product is [F:1][C:2]1[CH:37]=[C:36]([NH:38][C:39]([NH:41][C:42](=[O:51])[CH2:43][C:44]2[CH:45]=[CH:46][C:47]([F:50])=[CH:48][CH:49]=2)=[S:40])[CH:35]=[CH:34][C:3]=1[O:4][C:5]1[CH:10]=[CH:9][N:8]=[C:7]2[CH:11]=[C:12]([C:14]3[CH:15]=[CH:16][C:17]([CH2:20][CH2:21][NH:22][CH2:30][CH2:31][O:32][CH3:33])=[CH:18][N:19]=3)[S:13][C:6]=12. The yield is 0.490. (4) The reactants are [Br:1][C:2]1[CH:7]=[CH:6][C:5]([C:8](=[O:10])[CH3:9])=[C:4]([OH:11])[CH:3]=1.[H-].[Na+].Br[CH2:15][C:16]([O:18][CH3:19])=[O:17].CO. The catalyst is CN(C)C=O. The product is [C:8]([C:5]1[CH:6]=[CH:7][C:2]([Br:1])=[CH:3][C:4]=1[O:11][CH2:15][C:16]([O:18][CH3:19])=[O:17])(=[O:10])[CH3:9]. The yield is 0.900. (5) The reactants are [CH2:1]([O:3][C:4]([C:6]1([NH:11][C:12]([CH:14]2[NH:18][CH2:17][CH:16]([O:19][C:20](=[O:30])[C:21]3[CH:26]=[CH:25][C:24]([N+:27]([O-:29])=[O:28])=[CH:23][CH:22]=3)[CH2:15]2)=[O:13])[CH2:8][CH:7]1[CH:9]=[CH2:10])=[O:5])[CH3:2].[C:31]([O-:34])(O)=O.[Na+].C(Cl)(Cl)=O.C1(C)C=CC=CC=1.[CH2:47]([NH:54][CH2:55][C:56]1[CH:61]=[CH:60][C:59]([O:62][CH3:63])=[CH:58][CH:57]=1)[CH2:48][CH2:49][CH2:50][CH:51]=[CH:52][CH3:53]. The catalyst is C1COCC1. The product is [CH2:1]([O:3][C:4]([C:6]1([NH:11][C:12]([CH:14]2[N:18]([C:31](=[O:34])[N:54]([CH2:47][CH2:48][CH2:49][CH2:50][CH2:51][CH:52]=[CH2:53])[CH2:55][C:56]3[CH:61]=[CH:60][C:59]([O:62][CH3:63])=[CH:58][CH:57]=3)[CH2:17][CH:16]([O:19][C:20](=[O:30])[C:21]3[CH:22]=[CH:23][C:24]([N+:27]([O-:29])=[O:28])=[CH:25][CH:26]=3)[CH2:15]2)=[O:13])[CH2:8][CH:7]1[CH:9]=[CH2:10])=[O:5])[CH3:2]. The yield is 0.900. (6) The reactants are N1CCOCC1.[C:7]([C:9]1[C:14]([CH:15]2[CH2:17][CH2:16]2)=[CH:13][C:12](=[O:18])[NH:11][C:10]=1[SH:19])#[N:8].Br[CH2:21][C:22]([NH2:24])=[O:23]. The catalyst is CN(C=O)C. The product is [C:7]([C:9]1[C:14]([CH:15]2[CH2:16][CH2:17]2)=[CH:13][C:12](=[O:18])[NH:11][C:10]=1[S:19][CH2:21][C:22]([NH2:24])=[O:23])#[N:8]. The yield is 0.990. (7) The reactants are CCCC[N+](CCCC)(CCCC)CCCC.[F-].C([Si]([O:26][CH2:27][C:28]1[CH:33]=[C:32]([O:34][CH:35]([CH3:37])[CH3:36])[C:31]([F:38])=[C:30]([O:39][CH:40]([CH3:42])[CH3:41])[CH:29]=1)(C)C)CCC. The catalyst is C1COCC1. The product is [F:38][C:31]1[C:32]([O:34][CH:35]([CH3:37])[CH3:36])=[CH:33][C:28]([CH2:27][OH:26])=[CH:29][C:30]=1[O:39][CH:40]([CH3:42])[CH3:41]. The yield is 1.00.